This data is from Reaction yield outcomes from USPTO patents with 853,638 reactions. The task is: Predict the reaction yield, written as a fraction of the theoretical maximum amount of product (1.0 means a 100% yield; for example, 0.34 means a 34% yield). (1) The reactants are [CH2:1]([C:3]([C:25]1[CH:30]=[CH:29][C:28](B2OC(C)(C)C(C)(C)O2)=[C:27]([CH3:40])[CH:26]=1)([C:6]1[CH:11]=[CH:10][C:9]([C:12]#[C:13][C:14]2([O:19][Si:20]([CH3:23])([CH3:22])[CH3:21])[CH2:18][CH2:17][CH2:16][CH2:15]2)=[C:8]([CH3:24])[CH:7]=1)[CH2:4][CH3:5])[CH3:2].[CH3:41][O:42][C:43](=[O:52])[CH2:44][C:45]1[CH:46]=[N:47][CH:48]=[C:49](Br)[CH:50]=1.P([O-])([O-])([O-])=O.[K+].[K+].[K+]. The catalyst is CN(C)C=O. The product is [CH3:41][O:42][C:43](=[O:52])[CH2:44][C:45]1[CH:46]=[N:47][CH:48]=[C:49]([C:28]2[CH:29]=[CH:30][C:25]([C:3]([CH2:4][CH3:5])([C:6]3[CH:11]=[CH:10][C:9]([C:12]#[C:13][C:14]4([O:19][Si:20]([CH3:22])([CH3:23])[CH3:21])[CH2:18][CH2:17][CH2:16][CH2:15]4)=[C:8]([CH3:24])[CH:7]=3)[CH2:1][CH3:2])=[CH:26][C:27]=2[CH3:40])[CH:50]=1. The yield is 0.670. (2) The reactants are Cl.[CH3:2][NH2:3].C[Al](C)C.[NH2:8][C:9]1[CH:13]=[C:12]([C:14]([CH3:17])([CH3:16])[CH3:15])[S:11][C:10]=1[C:18]([O:20]C)=O.Cl.[OH-].[K+]. The catalyst is C1(C)C=CC=CC=1. The product is [CH3:2][NH:3][C:18]([C:10]1[S:11][C:12]([C:14]([CH3:17])([CH3:16])[CH3:15])=[CH:13][C:9]=1[NH2:8])=[O:20]. The yield is 0.970. (3) The reactants are [NH2:1][C:2]([C:6]1[CH:11]=[CH:10][C:9]([O:12][C:13]2[CH:18]=[CH:17][CH:16]=[CH:15][CH:14]=2)=[CH:8][CH:7]=1)=[CH:3][C:4]#[N:5].[Br:19][C:20]1[CH:21]=[C:22]([C:26](=O)[CH2:27][C:28](OCC)=[O:29])[CH:23]=[CH:24][CH:25]=1. The catalyst is O. The product is [Br:19][C:20]1[CH:21]=[C:22]([C:26]2[NH:1][C:2]([C:6]3[CH:11]=[CH:10][C:9]([O:12][C:13]4[CH:18]=[CH:17][CH:16]=[CH:15][CH:14]=4)=[CH:8][CH:7]=3)=[C:3]([C:4]#[N:5])[C:28](=[O:29])[CH:27]=2)[CH:23]=[CH:24][CH:25]=1. The yield is 0.880. (4) The yield is 0.799. The product is [CH2:22]([C:20]1[S:21][C:15]2[C:14]3[S:13][CH:12]=[CH:11][C:18]=3[S:17][C:16]=2[C:19]=1[CH2:11][CH2:18][CH2:14][CH2:15][CH2:16][CH2:19][CH2:20][CH2:22][CH2:23][CH3:24])[CH2:23][CH2:24][CH2:25][CH2:26][CH2:27][CH2:28][CH2:29][CH2:30][CH3:31]. The catalyst is [Pt].C(OCC)(=O)C. The reactants are C([C:11]1[C:18]2[S:17][C:16]3[CH:19]=[C:20]([C:22]#[C:23][CH2:24][CH2:25][CH2:26][CH2:27][CH2:28][CH2:29][CH2:30][CH3:31])[S:21][C:15]=3[C:14]=2[S:13][CH:12]=1)CCCCCCCCC. (5) The reactants are CCN(C(C)C)C(C)C.[CH2:10]([OH:15])[CH2:11][CH2:12][CH:13]=[CH2:14].Cl[C:17](Cl)([O:19]C(=O)OC(Cl)(Cl)Cl)Cl.[OH-].[Na+].[NH2:30][C@H:31]([C:36]([OH:38])=[O:37])[C:32]([CH3:35])([CH3:34])[CH3:33]. The catalyst is O1CCOCC1. The product is [CH3:33][C:32]([CH3:35])([CH3:34])[C@H:31]([NH:30][C:17]([O:15][CH2:10][CH2:11][CH2:12][CH:13]=[CH2:14])=[O:19])[C:36]([OH:38])=[O:37]. The yield is 0.739. (6) The reactants are [CH3:1][O:2][C:3]1[CH:4]=[C:5]2[C:10](=[CH:11][C:12]=1[O:13][CH2:14][CH:15]1[CH2:20][CH2:19][N:18]([CH2:21][CH2:22][S:23]([CH3:26])(=[O:25])=[O:24])[CH2:17][CH2:16]1)[N:9]=[CH:8][N:7](COC(=O)C(C)(C)C)[C:6]2=[O:35].[OH-].[Na+].Cl. The catalyst is CO. The product is [CH3:1][O:2][C:3]1[CH:4]=[C:5]2[C:10](=[CH:11][C:12]=1[O:13][CH2:14][CH:15]1[CH2:20][CH2:19][N:18]([CH2:21][CH2:22][S:23]([CH3:26])(=[O:25])=[O:24])[CH2:17][CH2:16]1)[N:9]=[CH:8][NH:7][C:6]2=[O:35]. The yield is 0.790.